The task is: Predict the reactants needed to synthesize the given product.. This data is from Full USPTO retrosynthesis dataset with 1.9M reactions from patents (1976-2016). (1) The reactants are: Br[CH2:2][C:3]1[C:12]2[C:7](=[C:8]([F:14])[C:9]([F:13])=[CH:10][CH:11]=2)[NH:6][C:5](=[O:15])[CH:4]=1.[CH3:16][C:17]1[NH:21][C:20]2[CH:22]=[CH:23][CH:24]=[CH:25][C:19]=2[N:18]=1. Given the product [F:13][C:9]1[C:8]([F:14])=[C:7]2[C:12]([C:3]([CH2:2][N:18]3[C:19]4[CH:25]=[CH:24][CH:23]=[CH:22][C:20]=4[N:21]=[C:17]3[CH3:16])=[CH:4][C:5](=[O:15])[NH:6]2)=[CH:11][CH:10]=1, predict the reactants needed to synthesize it. (2) The reactants are: [Cl:1][C:2]1[CH:7]=[CH:6][C:5]([C:8]2([F:20])[CH2:13][CH2:12][N:11]([CH2:14][CH2:15][C:16]([O:18][CH3:19])=[O:17])[CH2:10][CH2:9]2)=[CH:4][CH:3]=1.C[Si](C)(C)[N-][Si](C)(C)C.[Li+].[CH2:31](Br)[C:32]1[CH:37]=[CH:36][CH:35]=[CH:34][CH:33]=1. Given the product [ClH:1].[CH2:31]([CH:15]([CH2:14][N:11]1[CH2:10][CH2:9][C:8]([C:5]2[CH:4]=[CH:3][C:2]([Cl:1])=[CH:7][CH:6]=2)([F:20])[CH2:13][CH2:12]1)[C:16]([O:18][CH3:19])=[O:17])[C:32]1[CH:37]=[CH:36][CH:35]=[CH:34][CH:33]=1, predict the reactants needed to synthesize it. (3) The reactants are: C(O[C:6]([C:8]1[N:13]=[C:12](O)[C:11]2[CH:15]=[C:16]([S:18][C:19]3[CH:24]=[CH:23][CH:22]=[CH:21][CH:20]=3)[S:17][C:10]=2[C:9]=1[OH:25])=[O:7])CCC.C([O:30][C:31]([C:33]1C(O)=C2C=C(SC3C=CC=CC=3)SC2=C(O)[N:38]=1)=[O:32])CCC. Given the product [OH:25][C:9]1[C:10]2[S:17][C:16]([S:18][C:19]3[CH:20]=[CH:21][CH:22]=[CH:23][CH:24]=3)=[CH:15][C:11]=2[CH:12]=[N:13][C:8]=1[C:6]([NH:38][CH2:33][C:31]([OH:32])=[O:30])=[O:7], predict the reactants needed to synthesize it. (4) Given the product [OH:8][C@H:9]1[CH2:14][CH2:13][C@H:12]([N:15]2[C:20](=[O:21])[C:19]([CH2:22][C:23]3[CH:28]=[CH:27][C:26]([C:29]4[C:30]([C:35]#[N:36])=[CH:31][CH:32]=[CH:33][CH:34]=4)=[CH:25][CH:24]=3)=[C:18]([CH2:37][CH2:38][CH3:39])[N:17]3[N:40]=[N:41][CH:42]=[C:16]23)[CH2:11][CH2:10]1, predict the reactants needed to synthesize it. The reactants are: [Si]([O:8][CH:9]1[CH2:14][CH2:13][CH:12]([N:15]2[C:20](=[O:21])[C:19]([CH2:22][C:23]3[CH:28]=[CH:27][C:26]([C:29]4[C:30]([C:35]#[N:36])=[CH:31][CH:32]=[CH:33][CH:34]=4)=[CH:25][CH:24]=3)=[C:18]([CH2:37][CH2:38][CH3:39])[N:17]3[N:40]=[N:41][CH:42]=[C:16]23)[CH2:11][CH2:10]1)(C(C)(C)C)(C)C.[F-].C([N+](CCCC)(CCCC)CCCC)CCC.O1CCCC1.[Cl-].[NH4+]. (5) Given the product [ClH:4].[Cl:4][C:5]1[CH:10]=[C:9]([NH:2][NH2:3])[N:8]=[CH:7][N:6]=1, predict the reactants needed to synthesize it. The reactants are: O.[NH2:2][NH2:3].[Cl:4][C:5]1[CH:10]=[C:9](Cl)[N:8]=[CH:7][N:6]=1.